From a dataset of Catalyst prediction with 721,799 reactions and 888 catalyst types from USPTO. Predict which catalyst facilitates the given reaction. Reactant: [C:1]([N:8]1[CH2:13][CH2:12][C:11]([C:15]2[CH:20]=[CH:19][CH:18]=[C:17]([C:21]3[N:22]=[N:23][NH:24][C:25]=3[F:26])[CH:16]=2)([CH3:14])[CH:10]([CH3:27])[CH2:9]1)(=O)[CH2:2][CH2:3][CH2:4][CH2:5][CH3:6].[H-].[Al+3].[Li+].[H-].[H-].[H-]. Product: [F:26][C:25]1[NH:24][N:23]=[N:22][C:21]=1[C:17]1[CH:16]=[C:15]([C:11]2([CH3:14])[CH2:12][CH2:13][N:8]([CH2:1][CH2:2][CH2:3][CH2:4][CH2:5][CH3:6])[CH2:9][CH:10]2[CH3:27])[CH:20]=[CH:19][CH:18]=1. The catalyst class is: 27.